This data is from Full USPTO retrosynthesis dataset with 1.9M reactions from patents (1976-2016). The task is: Predict the reactants needed to synthesize the given product. (1) Given the product [Br:1][C:2]1[CH:23]=[C:22]2[C:5]([CH2:6][C:7]3([CH2:12][CH2:11][CH:10]([C:13]([F:15])([F:14])[F:16])[CH2:9][CH2:8]3)[C:17]2=[O:18])=[CH:4][CH:3]=1, predict the reactants needed to synthesize it. The reactants are: [Br:1][C:2]1[CH:23]=[CH:22][C:5]([CH2:6][C:7]2([C:17](OCC)=[O:18])[CH2:12][CH2:11][CH:10]([C:13]([F:16])([F:15])[F:14])[CH2:9][CH2:8]2)=[C:4](I)[CH:3]=1.C([Mg]Cl)(C)C.[Cl-].[Li+]. (2) Given the product [NH2:36][C:34](=[O:35])[C@H:29]([NH:28][C:11]1[N:16]=[C:15]([NH:17][C:18]2[S:19][CH:20]=[C:21]([CH3:23])[CH:22]=2)[C:14]([C:24]([NH2:26])=[O:25])=[CH:13][N:12]=1)[CH2:30][CH:31]([CH3:33])[CH3:32], predict the reactants needed to synthesize it. The reactants are: N1(O[C:11]2[N:16]=[C:15]([NH:17][C:18]3[S:19][CH:20]=[C:21]([CH3:23])[CH:22]=3)[C:14]([C:24]([NH2:26])=[O:25])=[CH:13][N:12]=2)C2C=CC=CC=2N=N1.Cl.[NH2:28][C@@H:29]([C:34]([NH2:36])=[O:35])[CH2:30][CH:31]([CH3:33])[CH3:32].CCN(C(C)C)C(C)C. (3) The reactants are: [CH3:1][O:2][C:3](=[O:11])[CH2:4][C:5](=[O:10])[CH2:6][CH2:7][CH2:8][Cl:9].[H][H]. Given the product [CH3:1][O:2][C:3](=[O:11])[CH2:4][CH:5]([OH:10])[CH2:6][CH2:7][CH2:8][Cl:9], predict the reactants needed to synthesize it. (4) Given the product [C:1]([O:5][C:6](=[O:24])[N:7]([CH2:15][CH2:16][C:17]1[CH:22]=[CH:21][CH:20]=[CH:19][C:18]=1[Cl:23])[CH2:8][CH2:9][CH2:10][S:11][CH2:12][CH2:13][NH:26][CH2:27][C@H:28]([OH:29])[C:30]1[C:38]2[S:37][C:36](=[O:39])[NH:35][C:34]=2[C:33]([OH:40])=[CH:32][CH:31]=1)([CH3:4])([CH3:3])[CH3:2], predict the reactants needed to synthesize it. The reactants are: [C:1]([O:5][C:6](=[O:24])[N:7]([CH2:15][CH2:16][C:17]1[CH:22]=[CH:21][CH:20]=[CH:19][C:18]=1[Cl:23])[CH2:8][CH2:9][CH2:10][S:11][CH2:12][CH:13]=O)([CH3:4])([CH3:3])[CH3:2].Cl.[NH2:26][CH2:27][C@@H:28]([C:30]1[C:38]2[S:37][C:36](=[O:39])[NH:35][C:34]=2[C:33]([OH:40])=[CH:32][CH:31]=1)[OH:29].C([BH3-])#N.[Na+]. (5) Given the product [CH:1]1([N:6]2[C:15]3[N:14]=[C:13]([C:16]4[CH:21]=[CH:20][N+:19]([O-:35])=[CH:18][CH:17]=4)[N:12]=[CH:11][C:10]=3[N:9]3[CH:22]=[N:23][N:24]=[C:8]3[C@H:7]2[CH2:25][CH3:26])[CH2:2][CH2:3][CH2:4][CH2:5]1, predict the reactants needed to synthesize it. The reactants are: [CH:1]1([N:6]2[C:15]3[N:14]=[C:13]([C:16]4[CH:21]=[CH:20][N:19]=[CH:18][CH:17]=4)[N:12]=[CH:11][C:10]=3[N:9]3[CH:22]=[N:23][N:24]=[C:8]3[C@H:7]2[CH2:25][CH3:26])[CH2:5][CH2:4][CH2:3][CH2:2]1.C1C=C(Cl)C=C(C(OO)=[O:35])C=1.[O-]S(S([O-])=O)=O.[Na+].[Na+].